Dataset: Catalyst prediction with 721,799 reactions and 888 catalyst types from USPTO. Task: Predict which catalyst facilitates the given reaction. (1) Reactant: [Br:1][CH:2](O)[CH2:3][CH2:4][CH2:5][CH2:6]C.CC1C=CC(S(O)(=O)=O)=CC=1.[O:20]1[CH:25]=[CH:24][CH2:23][CH2:22][CH2:21]1.[C:26]([O-:29])(O)=O.[Na+]. Product: [Br:1][CH2:2][CH2:3][CH2:4][CH2:5][CH2:6][CH2:26][O:29][CH:25]1[CH2:24][CH2:23][CH2:22][CH2:21][O:20]1. The catalyst class is: 237. (2) Reactant: [Cl:1][C:2]1[CH:3]=[N:4][C:5]2[CH:6]([NH:11][C:12]3[CH:13]=[CH:14][C:15]([F:26])=[C:16]([C@@:18]4([CH3:25])[NH:23][C:22](=O)[CH2:21][O:20][CH2:19]4)[CH:17]=3)[CH2:7][CH2:8][C:9]=2[CH:10]=1.COC1C=CC(P2(SP(C3C=CC(OC)=CC=3)(=S)S2)=[S:36])=CC=1. Product: [Cl:1][C:2]1[CH:3]=[N:4][C:5]2[CH:6]([NH:11][C:12]3[CH:13]=[CH:14][C:15]([F:26])=[C:16]([C@@:18]4([CH3:25])[NH:23][C:22](=[S:36])[CH2:21][O:20][CH2:19]4)[CH:17]=3)[CH2:7][CH2:8][C:9]=2[CH:10]=1. The catalyst class is: 12. (3) Reactant: [Cl:1][C:2]1[CH:7]=[CH:6][C:5]([CH:8]([O:27][CH2:28][C:29]#[CH:30])[C:9]([NH:11][C:12]2[CH:17]=[CH:16][CH:15]=[CH:14][C:13]=2[C:18]2[CH:23]=[CH:22][C:21]([OH:24])=[C:20]([O:25][CH3:26])[CH:19]=2)=[O:10])=[CH:4][CH:3]=1.C[O-].[Na+].[CH2:34](Cl)[C:35]#[C:36][CH2:37][CH3:38].C(OCC)(=O)C. Product: [Cl:1][C:2]1[CH:3]=[CH:4][C:5]([CH:8]([O:27][CH2:28][C:29]#[CH:30])[C:9]([NH:11][C:12]2[CH:17]=[CH:16][CH:15]=[CH:14][C:13]=2[C:18]2[CH:23]=[CH:22][C:21]([O:24][CH2:34][C:35]#[C:36][CH2:37][CH3:38])=[C:20]([O:25][CH3:26])[CH:19]=2)=[O:10])=[CH:6][CH:7]=1. The catalyst class is: 5. (4) Reactant: [CH3:1][O:2][C:3]([C:5]1[C:10]([Cl:11])=[C:9]([NH:12][C:13](=[O:15])[CH3:14])[CH:8]=[C:7](Cl)[N:6]=1)=[O:4].[F:17][C:18]1[C:23]([O:24][CH3:25])=[C:22]([C:26]([F:29])([F:28])[F:27])[CH:21]=[CH:20][C:19]=1[Sn](C)(C)C.[F-].[Cs+].C1(P(C2C=CC=CC=2)CCCCP(C2C=CC=CC=2)C2C=CC=CC=2)C=CC=CC=1. Product: [CH3:1][O:2][C:3]([C:5]1[C:10]([Cl:11])=[C:9]([NH:12][C:13](=[O:15])[CH3:14])[CH:8]=[C:7]([C:19]2[CH:20]=[CH:21][C:22]([C:26]([F:28])([F:29])[F:27])=[C:23]([O:24][CH3:25])[C:18]=2[F:17])[N:6]=1)=[O:4]. The catalyst class is: 524. (5) Reactant: [CH2:1]([Mg]Br)[CH3:2].Br[C:6]1[CH:11]=[CH:10][C:9]([N:12]2[CH:17]=[CH:16][C:15]3[O:18][C:19]([C:21]4[CH:26]=[CH:25][C:24]([Cl:27])=[CH:23][CH:22]=4)=[CH:20][C:14]=3[C:13]2=[O:28])=[CH:8][C:7]=1[O:29][CH3:30].[Cl-].[NH4+]. Product: [Cl:27][C:24]1[CH:23]=[CH:22][C:21]([C:19]2[O:18][C:15]3[CH:16]=[CH:17][N:12]([C:9]4[CH:10]=[CH:11][C:6]([CH2:1][CH3:2])=[C:7]([O:29][CH3:30])[CH:8]=4)[C:13](=[O:28])[C:14]=3[CH:20]=2)=[CH:26][CH:25]=1. The catalyst class is: 1. (6) Reactant: O[CH:2]1[C:6]2([CH2:9][N:8](C(OCC3C=CC=CC=3)=O)[CH2:7]2)[CH2:5][O:4][CH2:3]1.[H][H].C[OH:23]. Product: [CH2:9]1[C:6]2([CH2:2][CH2:3][O:4][CH2:5]2)[CH:7]([OH:23])[NH:8]1. The catalyst class is: 45.